From a dataset of Drug-target binding data from BindingDB using IC50 measurements. Regression. Given a target protein amino acid sequence and a drug SMILES string, predict the binding affinity score between them. We predict pIC50 (pIC50 = -log10(IC50 in M); higher means more potent). Dataset: bindingdb_ic50. The small molecule is CCCCCC(CC#N)n1cc(-c2ncnc3[nH]ccc23)cn1. The target protein sequence is GALGFSGAFEDRDPTQFEERHLKFLQQLGKGNFGSVEMCRYDPLQDNTGEVVAVKKLQHSTEEHLRDFEREIEILKSLQHDNIVKYKGVCYSAGRRNLKLIMEYLPYGSLRDYLQKHKERIDHIKLLQYTSQICKGMEYLGTKRYIHRDLATRNILVENENRVKIGDFGLTKVLPQDKEYYKVKEPGESPIFWYAPESLTESKFSVASDVWSFGVVLYELFTYIEKSKSPPAEFMRMIGNDKQGQMIVFHLIELLKNNGRLPRPDGCPDEIYMIMTECWNNNVNQRPSFRDLALRVDQIRDNMAG. The pIC50 is 8.6.